This data is from Reaction yield outcomes from USPTO patents with 853,638 reactions. The task is: Predict the reaction yield, written as a fraction of the theoretical maximum amount of product (1.0 means a 100% yield; for example, 0.34 means a 34% yield). The product is [Br:1][C:2]1[N:3]([CH2:20][CH:19]([O:22][CH:23]2[CH2:28][CH2:27][CH2:26][CH2:25][O:24]2)[CH2:18][O:17][Si:10]([C:13]([CH3:16])([CH3:14])[CH3:15])([CH3:12])[CH3:11])[CH:4]=[C:5]([N+:7]([O-:9])=[O:8])[N:6]=1. The catalyst is CN(C)C=O. The reactants are [Br:1][C:2]1[NH:3][CH:4]=[C:5]([N+:7]([O-:9])=[O:8])[N:6]=1.[Si:10]([O:17][CH2:18][CH:19]([O:22][CH:23]1[CH2:28][CH2:27][CH2:26][CH2:25][O:24]1)[CH2:20]Cl)([C:13]([CH3:16])([CH3:15])[CH3:14])([CH3:12])[CH3:11].C(=O)([O-])[O-].[K+].[K+].[I-].[Na+]. The yield is 0.687.